This data is from Reaction yield outcomes from USPTO patents with 853,638 reactions. The task is: Predict the reaction yield, written as a fraction of the theoretical maximum amount of product (1.0 means a 100% yield; for example, 0.34 means a 34% yield). (1) The reactants are CCN(C(C)C)C(C)C.OC(C(F)(F)F)=O.[NH2:17][CH2:18][C:19]([N:21]1[CH2:26][CH2:25][N:24]([C:27](=[O:38])[C:28]2[CH:33]=[CH:32][CH:31]=[CH:30][C:29]=2[C:34]([F:37])([F:36])[F:35])[CH2:23][CH2:22]1)=[O:20].C1C=CC2N(O)N=NC=2C=1.CCN=C=NCCCN(C)C.Cl.[F:61][C:62]1[CH:77]=[CH:76][CH:75]=[C:74]([F:78])[C:63]=1[O:64][C:65]1[CH:73]=[CH:72][C:68]([C:69](O)=[O:70])=[CH:67][CH:66]=1. The catalyst is CN(C=O)C.O. The product is [F:61][C:62]1[CH:77]=[CH:76][CH:75]=[C:74]([F:78])[C:63]=1[O:64][C:65]1[CH:73]=[CH:72][C:68]([C:69]([NH:17][CH2:18][C:19](=[O:20])[N:21]2[CH2:22][CH2:23][N:24]([C:27](=[O:38])[C:28]3[CH:33]=[CH:32][CH:31]=[CH:30][C:29]=3[C:34]([F:37])([F:35])[F:36])[CH2:25][CH2:26]2)=[O:70])=[CH:67][CH:66]=1. The yield is 0.606. (2) The reactants are [CH2:1]([N:3]([CH3:17])[S:4]([C:7]1[CH:8]=[N:9][C:10]([Sn](C)(C)C)=[CH:11][CH:12]=1)(=[O:6])=[O:5])[CH3:2].[NH2:18][C:19]1[C:24]([C:25]2[S:33][C:28]3[C:29](=[O:32])[NH:30][CH2:31][C:27]=3[CH:26]=2)=[CH:23][C:22](Br)=[CH:21][N:20]=1. No catalyst specified. The product is [NH2:18][C:19]1[N:20]=[CH:21][C:22]([C:10]2[CH:11]=[CH:12][C:7]([S:4]([N:3]([CH2:1][CH3:2])[CH3:17])(=[O:6])=[O:5])=[CH:8][N:9]=2)=[CH:23][C:24]=1[C:25]1[S:33][C:28]2[C:29](=[O:32])[NH:30][CH2:31][C:27]=2[CH:26]=1. The yield is 0.380. (3) The reactants are [CH3:1][N:2]([CH3:22])[C@@H:3]1[CH2:7][CH2:6][N:5]([CH2:8][C:9]2[CH:14]=[CH:13][C:12]([N+:15]([O-])=O)=[CH:11][C:10]=2[C:18]([F:21])([F:20])[F:19])[CH2:4]1. The catalyst is CCO.[Pd]. The product is [NH2:15][C:12]1[CH:13]=[CH:14][C:9]([CH2:8][N:5]2[CH2:6][CH2:7][C@@H:3]([N:2]([CH3:22])[CH3:1])[CH2:4]2)=[C:10]([C:18]([F:21])([F:19])[F:20])[CH:11]=1. The yield is 1.00. (4) The reactants are NC1[N:10]=[CH:9][N:8]=[C:7]2[C:3]=1[N:4]=[CH:5][N:6]2[CH2:11][C:12]1([O:15][CH2:16][P:17](=[O:20])([OH:19])[OH:18])[CH2:14][CH2:13]1.C1([NH:27]C(N2CCOCC2)=NC2CCCCC2)CCCCC1.C(OCCl)(=O)C(C)(C)C.CO.Cl[CH2:54][Cl:55]. The catalyst is CN(C)C=O. The product is [NH2:27][C:9]1[N:8]=[C:7]2[C:3]([N:4]=[CH:5][N:6]2[CH2:11][C:12]2([O:15][CH2:16][P:17](=[O:20])([OH:18])[OH:19])[CH2:13][CH2:14]2)=[C:54]([Cl:55])[N:10]=1. The yield is 0.320. (5) The reactants are Cl.[NH:2]1[CH2:7][CH2:6][CH:5]([CH2:8][C:9]([OH:11])=[O:10])[CH2:4][CH2:3]1.S(Cl)([Cl:14])=O.[CH3:16]O. No catalyst specified. The product is [ClH:14].[CH3:16][O:10][C:9](=[O:11])[CH2:8][CH:5]1[CH2:6][CH2:7][NH:2][CH2:3][CH2:4]1. The yield is 1.00.